From a dataset of Forward reaction prediction with 1.9M reactions from USPTO patents (1976-2016). Predict the product of the given reaction. (1) Given the reactants Cl[C:2]1[C:7]([CH:8]=[CH:9][C:10]([NH:12][CH2:13][C:14]2[CH:19]=[C:18]([F:20])[C:17]([NH:21][S:22]([CH3:25])(=[O:24])=[O:23])=[C:16]([C:26]#[CH:27])[CH:15]=2)=[O:11])=[CH:6][CH:5]=[C:4]([C:28]([F:31])([F:30])[F:29])[N:3]=1.[OH:32][CH:33]1[CH2:37][CH2:36][O:35][CH2:34]1, predict the reaction product. The product is: [O:35]1[CH2:36][CH2:37][CH:33]([O:32][C:2]2[C:7]([CH:8]=[CH:9][C:10]([NH:12][CH2:13][C:14]3[CH:19]=[C:18]([F:20])[C:17]([NH:21][S:22]([CH3:25])(=[O:24])=[O:23])=[C:16]([C:26]#[CH:27])[CH:15]=3)=[O:11])=[CH:6][CH:5]=[C:4]([C:28]([F:31])([F:30])[F:29])[N:3]=2)[CH2:34]1. (2) The product is: [ClH:46].[CH2:39]([C@H:10]1[CH2:9][NH:8][CH2:12][C@@H:11]1[CH2:13][N:14]([C:31]1[CH:36]=[CH:35][CH:34]=[C:33]([C:37]#[N:38])[CH:32]=1)[C:15](=[O:30])[C:16]1[CH:21]=[CH:20][C:19]([O:22][CH3:23])=[C:18]([O:24][CH2:25][CH2:26][CH2:27][O:28][CH3:29])[CH:17]=1)[C:40]1[CH:45]=[CH:44][CH:43]=[CH:42][CH:41]=1. Given the reactants C(OC([N:8]1[CH2:12][C@H:11]([CH2:13][N:14]([C:31]2[CH:36]=[CH:35][CH:34]=[C:33]([C:37]#[N:38])[CH:32]=2)[C:15](=[O:30])[C:16]2[CH:21]=[CH:20][C:19]([O:22][CH3:23])=[C:18]([O:24][CH2:25][CH2:26][CH2:27][O:28][CH3:29])[CH:17]=2)[C@@H:10]([CH2:39][C:40]2[CH:45]=[CH:44][CH:43]=[CH:42][CH:41]=2)[CH2:9]1)=O)(C)(C)C.[ClH:46], predict the reaction product. (3) Given the reactants [OH-].C[NH+](C)C.C([SiH3])CC.[NH4+].[Si](OCC)(OCC)(OCC)[O:12]CC.[C:24]([O-:37])(=[O:36])[CH2:25][CH2:26][CH2:27][CH2:28][CH2:29][CH2:30][CH2:31][CH2:32][CH2:33][CH2:34][CH3:35].[Er+3:38].[C:39]([O-:52])(=[O:51])[CH2:40][CH2:41][CH2:42][CH2:43][CH2:44][CH2:45][CH2:46][CH2:47][CH2:48][CH2:49][CH3:50].[C:53]([O-:66])(=[O:65])[CH2:54][CH2:55][CH2:56][CH2:57][CH2:58][CH2:59][CH2:60][CH2:61][CH2:62][CH2:63][CH3:64].[OH-].C[N+](C)(C)C, predict the reaction product. The product is: [OH2:12].[C:24]([O-:37])(=[O:36])[CH2:25][CH2:26][CH2:27][CH2:28][CH2:29][CH2:30][CH2:31][CH2:32][CH2:33][CH2:34][CH3:35].[Er+3:38].[C:39]([O-:52])(=[O:51])[CH2:40][CH2:41][CH2:42][CH2:43][CH2:44][CH2:45][CH2:46][CH2:47][CH2:48][CH2:49][CH3:50].[C:53]([O-:66])(=[O:65])[CH2:54][CH2:55][CH2:56][CH2:57][CH2:58][CH2:59][CH2:60][CH2:61][CH2:62][CH2:63][CH3:64]. (4) The product is: [CH3:1][N:2]1[C:11]2[C:6](=[N:7][CH:8]=[CH:9][CH:10]=2)[CH:5]=[CH:4][C:3]1=[O:12]. Given the reactants [CH3:1][N+:2]1[C:11]2[C:6](=[N:7][CH:8]=[CH:9][CH:10]=2)[CH:5]=[CH:4][CH:3]=1.[OH-:12].[Na+], predict the reaction product. (5) Given the reactants [OH:1][C:2]1[C:9]([CH3:10])=[C:8]([O:11][CH2:12][CH2:13][CH3:14])[CH:7]=[CH:6][C:3]=1[CH:4]=[O:5].Br[CH2:16][CH2:17][O:18][CH3:19], predict the reaction product. The product is: [CH3:19][O:18][CH2:17][CH2:16][O:1][C:2]1[C:9]([CH3:10])=[C:8]([O:11][CH2:12][CH2:13][CH3:14])[CH:7]=[CH:6][C:3]=1[CH:4]=[O:5]. (6) Given the reactants [F:1][C:2]([C:5]1[C:10]([C:11]2([OH:22])[C:19]3[C:14](=[CH:15][CH:16]=[C:17](I)[CH:18]=3)[NH:13][C:12]2=[O:21])=[CH:9][CH:8]=[CH:7][N:6]=1)([F:4])[CH3:3].[C:23]([Zn]C#N)#[N:24].O, predict the reaction product. The product is: [F:1][C:2]([C:5]1[C:10]([C:11]2([OH:22])[C:19]3[C:14](=[CH:15][CH:16]=[C:17]([C:23]#[N:24])[CH:18]=3)[NH:13][C:12]2=[O:21])=[CH:9][CH:8]=[CH:7][N:6]=1)([F:4])[CH3:3]. (7) Given the reactants [Cl:1][C:2]1[CH:3]=[CH:4][C:5]([C:25]#[N:26])=[C:6]([C:8]2[C:13]([O:14][CH3:15])=[CH:12][N:11]([CH:16]([CH2:20][CH2:21][O:22][CH3:23])[C:17](O)=[O:18])[C:10](=[O:24])[CH:9]=2)[CH:7]=1.[CH2:27]([C:31]1[N:35]2[CH:36]=[C:37]([NH2:40])[CH:38]=[CH:39][C:34]2=[N:33][N:32]=1)[CH2:28][CH2:29][CH3:30].C(N(CC)CC)C.C(P1(=O)OP(CCC)(=O)OP(CCC)(=O)O1)CC, predict the reaction product. The product is: [CH2:27]([C:31]1[N:35]2[CH:36]=[C:37]([NH:40][C:17](=[O:18])[CH:16]([N:11]3[CH:12]=[C:13]([O:14][CH3:15])[C:8]([C:6]4[CH:7]=[C:2]([Cl:1])[CH:3]=[CH:4][C:5]=4[C:25]#[N:26])=[CH:9][C:10]3=[O:24])[CH2:20][CH2:21][O:22][CH3:23])[CH:38]=[CH:39][C:34]2=[N:33][N:32]=1)[CH2:28][CH2:29][CH3:30].